Task: Predict which catalyst facilitates the given reaction.. Dataset: Catalyst prediction with 721,799 reactions and 888 catalyst types from USPTO Reactant: [H-].[Na+].CN(C)C=O.[C:8]1([CH:15]=[CH:14][C:12]([OH:13])=[CH:11][CH:10]=1)[OH:9].[C:16]([C:18]1[CH:23]=[CH:22][C:21]([CH2:24][CH2:25][N:26]2[CH2:33][CH2:32][C:29]3([CH2:31][O:30]3)[CH2:28][CH2:27]2)=[CH:20][CH:19]=1)#[N:17]. Product: [C:16]([C:18]1[CH:19]=[CH:20][C:21]([CH2:24][CH2:25][N:26]2[CH2:33][CH2:32][C:29]([CH2:31][O:9][C:8]3[CH:15]=[CH:14][C:12]([OH:13])=[CH:11][CH:10]=3)([OH:30])[CH2:28][CH2:27]2)=[CH:22][CH:23]=1)#[N:17]. The catalyst class is: 6.